This data is from Full USPTO retrosynthesis dataset with 1.9M reactions from patents (1976-2016). The task is: Predict the reactants needed to synthesize the given product. (1) Given the product [C:23]([O:27][C:28]([N:30]1[CH2:35][CH2:34][N:33]([C:9]2[N:8]([CH2:1][C:2]3[CH:7]=[CH:6][CH:5]=[CH:4][CH:3]=3)[C:16]3[C:15](=[O:17])[NH:14][C:13](=[O:18])[N:12]([CH3:19])[C:11]=3[C:10]=2[C:20]#[N:21])[CH2:32][CH2:31]1)=[O:29])([CH3:26])([CH3:24])[CH3:25], predict the reactants needed to synthesize it. The reactants are: [CH2:1]([N:8]1[C:16]2[C:15](=[O:17])[NH:14][C:13](=[O:18])[N:12]([CH3:19])[C:11]=2[C:10]([C:20]#[N:21])=[C:9]1Br)[C:2]1[CH:7]=[CH:6][CH:5]=[CH:4][CH:3]=1.[C:23]([O:27][C:28]([N:30]1[CH2:35][CH2:34][NH:33][CH2:32][CH2:31]1)=[O:29])([CH3:26])([CH3:25])[CH3:24]. (2) The reactants are: [CH2:1]([O:8][C:9]1[CH:10]=[C:11]([CH:15]=[C:16]([C:18]([O:20][CH3:21])=[O:19])[CH:17]=1)[C:12](O)=[O:13])[C:2]1[CH:7]=[CH:6][CH:5]=[CH:4][CH:3]=1.C(N(CC)CC)C.C(OC(Cl)=O)C(C)C.[BH4-].[Na+]. Given the product [CH2:1]([O:8][C:9]1[CH:17]=[C:16]([CH:15]=[C:11]([CH2:12][OH:13])[CH:10]=1)[C:18]([O:20][CH3:21])=[O:19])[C:2]1[CH:7]=[CH:6][CH:5]=[CH:4][CH:3]=1, predict the reactants needed to synthesize it. (3) Given the product [CH:13]([C:5]1[CH:6]=[C:7]([CH2:8][NH2:9])[C:2]([CH3:1])=[N:3][CH:4]=1)([CH3:15])[CH3:14], predict the reactants needed to synthesize it. The reactants are: [CH3:1][C:2]1[C:7]([CH2:8][N:9]=CB=O)=[CH:6][C:5]([C:13]([CH3:15])=[CH2:14])=[CH:4][N:3]=1.[BH4-].[Na+].Cl. (4) Given the product [Br:16][C:17]1[CH:22]=[C:21]([N:9]2[C:10]3[C:6](=[CH:5][CH:4]=[C:3]([O:2][CH3:1])[CH:11]=3)[C:7]([C:12]([O:14][CH3:15])=[O:13])=[N:8]2)[CH:20]=[CH:19][CH:18]=1, predict the reactants needed to synthesize it. The reactants are: [CH3:1][O:2][C:3]1[CH:11]=[C:10]2[C:6]([C:7]([C:12]([O:14][CH3:15])=[O:13])=[N:8][NH:9]2)=[CH:5][CH:4]=1.[Br:16][C:17]1[CH:18]=[C:19](B(O)O)[CH:20]=[CH:21][CH:22]=1. (5) Given the product [Cl:22][C:23]1[N:28]=[C:27]([N:29]([C:45]([O:47][C:48]([CH3:51])([CH3:50])[CH3:49])=[O:46])[N:30]([C:31]([O:33][C:34]([CH3:35])([CH3:36])[CH3:37])=[O:32])[C:38]([O:40][C:41]([CH3:42])([CH3:43])[CH3:44])=[O:39])[C:26]([F:52])=[C:25]([N:8]([N:5]2[CH2:4][CH2:3][N:2]([CH3:1])[CH2:7][CH2:6]2)[CH2:9][C:10]2[S:11][CH:12]=[CH:13][N:14]=2)[N:24]=1, predict the reactants needed to synthesize it. The reactants are: [CH3:1][N:2]1[CH2:7][CH2:6][N:5]([NH:8][CH2:9][C:10]2[S:11][CH:12]=[CH:13][N:14]=2)[CH2:4][CH2:3]1.C(N(CC)CC)C.[Cl:22][C:23]1[N:28]=[C:27]([N:29]([C:45]([O:47][C:48]([CH3:51])([CH3:50])[CH3:49])=[O:46])[N:30]([C:38]([O:40][C:41]([CH3:44])([CH3:43])[CH3:42])=[O:39])[C:31]([O:33][C:34]([CH3:37])([CH3:36])[CH3:35])=[O:32])[C:26]([F:52])=[C:25](Cl)[N:24]=1.CS(C)=O. (6) Given the product [Cl:1][C:2]1[CH:3]=[C:4]([C:11]2[C:15]([C:16]([F:18])([F:17])[F:19])=[N:14][N:13]([C:20]3[N:25]=[CH:24][CH:23]=[CH:22][N:21]=3)[C:12]=2[N:26]([C:32](=[O:33])[NH:31][CH2:29][CH3:30])[C:20]([NH:13][CH2:12][CH3:11])=[O:34])[CH:5]=[C:6]([C:16]([F:19])([F:18])[F:17])[CH:7]=1, predict the reactants needed to synthesize it. The reactants are: [Cl:1][C:2]1[C:7]2OCO[C:6]=2[CH:5]=[C:4]([C:11]2[C:15]([C:16]([F:19])([F:18])[F:17])=[N:14][N:13]([C:20]3[N:25]=[CH:24][CH:23]=[CH:22][N:21]=3)[C:12]=2[NH2:26])[CH:3]=1.[H-].[Na+].[CH2:29]([N:31]=[C:32]=[O:33])[CH3:30].[OH2:34]. (7) Given the product [O:1]1[C:10]2[C:5](=[CH:6][CH:7]=[CH:8][CH:9]=2)[CH2:4][CH2:3][CH:2]1[CH2:11][OH:12], predict the reactants needed to synthesize it. The reactants are: [O:1]1[C:10]2[C:5](=[CH:6][CH:7]=[CH:8][CH:9]=2)[CH2:4][CH2:3][CH:2]1[C:11](O)=[O:12].C1COCC1.O.C([O-])([O-])=O.[K+].[K+]. (8) Given the product [CH3:39][N:36]1[C:37]([CH3:38])=[C:33]([CH2:32][N:29]2[CH2:28][CH2:27][N:26]([C:21]3[C:20]([C:17]4[CH:16]=[CH:15][C:14]([CH2:13][N:3]5[CH2:8][CH2:7][CH2:6][CH2:5][C:4]5=[O:9])=[CH:19][CH:18]=4)=[N:25][CH:24]=[CH:23][N:22]=3)[CH2:31][CH2:30]2)[CH:34]=[N:35]1, predict the reactants needed to synthesize it. The reactants are: [H-].[Na+].[NH:3]1[CH2:8][CH2:7][CH2:6][CH2:5][C:4]1=[O:9].Cl.Cl.Cl[CH2:13][C:14]1[CH:19]=[CH:18][C:17]([C:20]2[C:21]([N:26]3[CH2:31][CH2:30][N:29]([CH2:32][C:33]4[CH:34]=[N:35][N:36]([CH3:39])[C:37]=4[CH3:38])[CH2:28][CH2:27]3)=[N:22][CH:23]=[CH:24][N:25]=2)=[CH:16][CH:15]=1. (9) Given the product [F:15][C:2]([F:1])([F:14])[C:3]1[CH:12]=[CH:11][C:10]([NH:13][S:22]([C:17]2[CH:18]=[CH:19][CH:20]=[CH:21][N:16]=2)(=[O:24])=[O:23])=[C:9]2[C:4]=1[CH:5]=[CH:6][CH:7]=[N:8]2, predict the reactants needed to synthesize it. The reactants are: [F:1][C:2]([F:15])([F:14])[C:3]1[CH:12]=[CH:11][C:10]([NH2:13])=[C:9]2[C:4]=1[CH:5]=[CH:6][CH:7]=[N:8]2.[N:16]1[CH:21]=[CH:20][CH:19]=[CH:18][C:17]=1[S:22](Cl)(=[O:24])=[O:23].N1C=CC=CC=1.